This data is from TCR-epitope binding with 47,182 pairs between 192 epitopes and 23,139 TCRs. The task is: Binary Classification. Given a T-cell receptor sequence (or CDR3 region) and an epitope sequence, predict whether binding occurs between them. (1) The epitope is NLWNTFTRL. The TCR CDR3 sequence is CASSPTTSGGINYNEQFF. Result: 0 (the TCR does not bind to the epitope). (2) The epitope is PKYVKQNTLKLAT. The TCR CDR3 sequence is CASSEAWTSGKNEQFF. Result: 1 (the TCR binds to the epitope). (3) The epitope is PROT_97E67BCC. The TCR CDR3 sequence is CASNELASGTDTQYF. Result: 1 (the TCR binds to the epitope). (4) The epitope is YSEHPTFTSQY. The TCR CDR3 sequence is CASSLGSNRDEQFF. Result: 0 (the TCR does not bind to the epitope). (5) The epitope is YLNTLTLAV. The TCR CDR3 sequence is CASSLATGAETQYF. Result: 1 (the TCR binds to the epitope). (6) The epitope is GTSGSPIVNR. The TCR CDR3 sequence is CASSQGFDRTHTEAFF. Result: 1 (the TCR binds to the epitope).